Dataset: Catalyst prediction with 721,799 reactions and 888 catalyst types from USPTO. Task: Predict which catalyst facilitates the given reaction. Reactant: C(OC(OCC)CCCN)C.C([N:17]1[C:21](=[O:22])[C:20]2=[CH:23][CH:24]=[CH:25][CH:26]=[C:19]2[C:18]1=[O:27])(OCC)=O. Product: [C:21]1(=[O:22])[NH:17][C:18](=[O:27])[C:19]2=[CH:26][CH:25]=[CH:24][CH:23]=[C:20]12. The catalyst class is: 23.